Regression. Given a peptide amino acid sequence and an MHC pseudo amino acid sequence, predict their binding affinity value. This is MHC class II binding data. From a dataset of Peptide-MHC class II binding affinity with 134,281 pairs from IEDB. (1) The binding affinity (normalized) is 0.441. The peptide sequence is SDYVYQPFPKTVWEQ. The MHC is DRB1_1602 with pseudo-sequence DRB1_1602. (2) The peptide sequence is ARILRQLATPISVII. The MHC is HLA-DPA10201-DPB10101 with pseudo-sequence HLA-DPA10201-DPB10101. The binding affinity (normalized) is 0.393. (3) The peptide sequence is LIDDVIAILPVDELY. The binding affinity (normalized) is 0.215. The MHC is DRB1_0401 with pseudo-sequence DRB1_0401. (4) The peptide sequence is VTSFLLMIVLQINML. The MHC is DRB1_0101 with pseudo-sequence DRB1_0101. The binding affinity (normalized) is 0.423. (5) The peptide sequence is YKRQLMNILGAVYRY. The MHC is DRB3_0202 with pseudo-sequence DRB3_0202. The binding affinity (normalized) is 0.291. (6) The peptide sequence is VPTSWVPQGRTTWSI. The MHC is DRB1_0404 with pseudo-sequence DRB1_0404. The binding affinity (normalized) is 0.161. (7) The peptide sequence is YDKFLANVSTVLTGA. The MHC is DRB1_1302 with pseudo-sequence DRB1_1302. The binding affinity (normalized) is 0.886. (8) The peptide sequence is QKYCPNKICTSKGDS. The binding affinity (normalized) is 0.185. The MHC is DRB4_0101 with pseudo-sequence DRB4_0103. (9) The peptide sequence is LVKYEGDTMAEVELR. The MHC is HLA-DQA10501-DQB10201 with pseudo-sequence HLA-DQA10501-DQB10201. The binding affinity (normalized) is 0.440. (10) The peptide sequence is VDKIDAAFKIAATAA. The MHC is DRB1_0701 with pseudo-sequence DRB1_0701. The binding affinity (normalized) is 0.475.